Dataset: hERG Central: cardiac toxicity at 1µM, 10µM, and general inhibition. Task: Predict hERG channel inhibition at various concentrations. (1) The compound is CN1CCN(c2ccc(NC(=O)c3ccc([N+](=O)[O-])o3)cc2Cl)CC1. Results: hERG_inhib (hERG inhibition (general)): blocker. (2) The drug is CSCCC(=O)N1CCCC(N(C)CCc2ccccc2)C1. Results: hERG_inhib (hERG inhibition (general)): blocker. (3) The drug is CCCOc1ccc(OCCOCCN2CCc3ccccc3C2)cc1. Results: hERG_inhib (hERG inhibition (general)): blocker.